From a dataset of Full USPTO retrosynthesis dataset with 1.9M reactions from patents (1976-2016). Predict the reactants needed to synthesize the given product. (1) Given the product [NH2:1][C:2]1[N:7]=[C:6]([N:8]2[CH2:31][CH2:30][C:11]3([CH2:15][NH:14][C@H:13]([C:27]([OH:29])=[O:28])[CH2:12]3)[CH2:10][CH2:9]2)[CH:5]=[C:4]([O:32][C@H:33]([C:38]2[CH:43]=[CH:42][C:41]([CH2:44][CH2:45][C:46]([O:48][CH2:49][CH3:50])=[O:47])=[CH:40][C:39]=2[N:51]2[CH:55]=[CH:54][C:53]([CH3:56])=[N:52]2)[C:34]([F:37])([F:36])[F:35])[N:3]=1, predict the reactants needed to synthesize it. The reactants are: [NH2:1][C:2]1[N:7]=[C:6]([N:8]2[CH2:31][CH2:30][C:11]3([CH2:15][N:14](C(OC/C(/C=C)=C/C=C\C)=O)[C@H:13]([C:27]([OH:29])=[O:28])[CH2:12]3)[CH2:10][CH2:9]2)[CH:5]=[C:4]([O:32][C@H:33]([C:38]2[CH:43]=[CH:42][C:41](/[CH:44]=[CH:45]/[C:46]([O:48][CH2:49][CH3:50])=[O:47])=[CH:40][C:39]=2[N:51]2[CH:55]=[CH:54][C:53]([CH3:56])=[N:52]2)[C:34]([F:37])([F:36])[F:35])[N:3]=1. (2) Given the product [N:55]1[CH:56]=[CH:57][CH:58]=[C:53]([CH2:52][O:51][C:13](=[O:33])[NH:12][CH2:11][C:10]2[CH:9]=[CH:8][C:7]([CH:6]=[CH:5][C:3](=[O:4])[NH:2][OH:1])=[CH:35][CH:34]=2)[CH:54]=1, predict the reactants needed to synthesize it. The reactants are: [OH:1][NH:2][C:3]([CH:5]=[CH:6][C:7]1[CH:35]=[CH:34][C:10]([CH2:11][NH:12][C:13](=[O:33])C2C=CC(N3CCN(CC4C=NC=CC=4)CC3)=CC=2)=[CH:9][CH:8]=1)=[O:4].COC(=O)C=CC1C=CC(CNC([O:51][CH2:52][C:53]2[CH:54]=[N:55][CH:56]=[CH:57][CH:58]=2)=O)=CC=1. (3) Given the product [CH:2]([CH:3]([CH:2]([OH:1])[CH2:3][CH2:4][C:5]([O:7][CH3:8])=[O:6])[CH2:4][C:5]([O:7][CH3:8])=[O:6])=[O:1], predict the reactants needed to synthesize it. The reactants are: [O:1]=[CH:2][CH2:3][CH2:4][C:5]([O:7][CH3:8])=[O:6]. (4) Given the product [Cl:30][C:27]1[CH:28]=[CH:29][C:24]([N:9]2[C:10](=[O:23])[C:11]3[CH:16]=[N:15][N:14]([C:17]4[CH:22]=[CH:21][CH:20]=[CH:19][CH:18]=4)[C:12]=3[N:13]=[C:8]2[C:5]2[CH:6]=[CH:7][C:2]([N:31]3[CH:35]=[CH:34][N:33]=[CH:32]3)=[CH:3][CH:4]=2)=[CH:25][CH:26]=1, predict the reactants needed to synthesize it. The reactants are: Br[C:2]1[CH:7]=[CH:6][C:5]([C:8]2[N:9]([C:24]3[CH:29]=[CH:28][C:27]([Cl:30])=[CH:26][CH:25]=3)[C:10](=[O:23])[C:11]3[CH:16]=[N:15][N:14]([C:17]4[CH:22]=[CH:21][CH:20]=[CH:19][CH:18]=4)[C:12]=3[N:13]=2)=[CH:4][CH:3]=1.[NH:31]1[CH:35]=[CH:34][N:33]=[CH:32]1.CN[C@H]1[C@H](NC)CCCC1.[O-]P([O-])([O-])=O.[K+].[K+].[K+]. (5) Given the product [F:8][C:6]1[C:5]([CH3:9])=[CH:4][C:3]2[N:10]([CH:11]3[CH2:12][CH2:13][N:14]([C:17]([O:19][C:20]([CH3:23])([CH3:22])[CH3:21])=[O:18])[CH2:15][CH2:16]3)[C:25](=[O:24])[NH:1][C:2]=2[CH:7]=1, predict the reactants needed to synthesize it. The reactants are: [NH2:1][C:2]1[CH:7]=[C:6]([F:8])[C:5]([CH3:9])=[CH:4][C:3]=1[NH:10][CH:11]1[CH2:16][CH2:15][N:14]([C:17]([O:19][C:20]([CH3:23])([CH3:22])[CH3:21])=[O:18])[CH2:13][CH2:12]1.[O:24]1CCC[CH2:25]1.